Predict which catalyst facilitates the given reaction. From a dataset of Catalyst prediction with 721,799 reactions and 888 catalyst types from USPTO. (1) Reactant: C(O)(=O)C.[CH:5]([NH2:7])=[NH:6].O=[C:9]([CH2:15][CH3:16])[CH2:10][C:11](OC)=[O:12].C[O-].[Na+].O. Product: [CH2:15]([C:9]1[N:7]=[CH:5][N:6]=[C:11]([OH:12])[CH:10]=1)[CH3:16]. The catalyst class is: 130. (2) Reactant: [Cl:1][C:2]1[CH:7]=[CH:6][C:5]([C:8]2[N:12]([C:13]3[CH:18]=[CH:17][C:16]([Cl:19])=[CH:15][C:14]=3[Cl:20])[N:11]=[C:10]([CH2:21][O:22][C:23]([CH3:28])([CH3:27])[C:24](O)=[O:25])[C:9]=2[CH3:29])=[CH:4][CH:3]=1.Cl.CN(C)CCCN=C=NCC.FC1C(O)=C(F)C(F)=C(F)C=1F.[NH2:54][CH2:55][C:56]1[CH:64]=[CH:63][C:59]([C:60]([OH:62])=[O:61])=[CH:58][CH:57]=1. Product: [Cl:1][C:2]1[CH:3]=[CH:4][C:5]([C:8]2[N:12]([C:13]3[CH:18]=[CH:17][C:16]([Cl:19])=[CH:15][C:14]=3[Cl:20])[N:11]=[C:10]([CH2:21][O:22][C:23]([CH3:27])([CH3:28])[C:24]([NH:54][CH2:55][C:56]3[CH:57]=[CH:58][C:59]([C:60]([OH:62])=[O:61])=[CH:63][CH:64]=3)=[O:25])[C:9]=2[CH3:29])=[CH:6][CH:7]=1. The catalyst class is: 18. (3) Reactant: [C:1]1([C:7]([C:27]2[CH:32]=[CH:31][CH:30]=[CH:29][CH:28]=2)([C:21]2[CH:26]=[CH:25][CH:24]=[CH:23][CH:22]=2)[N:8]2[CH:12]=[C:11]([C:13]3[C:14]([CH:19]=O)=[N:15][CH:16]=[CH:17][CH:18]=3)[N:10]=[CH:9]2)[CH:6]=[CH:5][CH:4]=[CH:3][CH:2]=1.[C:33]1([C:39](=[O:41])[CH3:40])[CH:38]=[CH:37][CH:36]=[CH:35][CH:34]=1.C(O[Na])(C)(C)C. Product: [C:33]1([C:39](=[O:41])[CH:40]=[CH:19][C:14]2[C:13]([C:11]3[N:10]=[CH:9][N:8]([C:7]([C:27]4[CH:32]=[CH:31][CH:30]=[CH:29][CH:28]=4)([C:21]4[CH:22]=[CH:23][CH:24]=[CH:25][CH:26]=4)[C:1]4[CH:6]=[CH:5][CH:4]=[CH:3][CH:2]=4)[CH:12]=3)=[CH:18][CH:17]=[CH:16][N:15]=2)[CH:38]=[CH:37][CH:36]=[CH:35][CH:34]=1. The catalyst class is: 5. (4) The catalyst class is: 6. Reactant: C(O)(=O)CCC(O)=O.C([O-])(=O)C([O-])=O.[Na+].[Na+].C([O-])(=O)C1C=CC=CC=1.[Na+].[CH:27]1[CH:28]=[CH:29][C:30]([S:50]([OH:53])(=[O:52])=[O:51])=[C:31](/[C:33](/[C:42]2[CH:43]=[CH:44][C:45]([OH:49])=[C:46]([OH:48])[CH:47]=2)=[C:34]2\[CH:35]=[CH:36][C:37]([C:39]([OH:41])=[CH:40]\2)=[O:38])[CH:32]=1.[O-][Mo:55]([O-])(=O)=O.[Na+].[Na+].Cl. Product: [CH:27]1[CH:28]=[CH:29][C:30]([S:50]([OH:53])(=[O:51])=[O:52])=[C:31](/[C:33](/[C:34]2[CH:35]=[CH:36][C:37]([OH:38])=[C:39]([OH:41])[CH:40]=2)=[C:42]2\[CH:43]=[CH:44][C:45]([C:46]([OH:48])=[CH:47]\2)=[O:49])[CH:32]=1.[Mo:55]. (5) Reactant: [Cl:1][C:2]1[CH:3]=[C:4]([CH:6]=[CH:7][C:8]=1[F:9])[NH2:5].CCN(C(C)C)C(C)C.ClC(Cl)(O[C:23](=[O:29])OC(Cl)(Cl)Cl)Cl.[CH3:31][C:32]1[CH:33]=[N:34][N:35]([C:37]2[CH:38]=[N:39][N:40]3[CH2:45][CH2:44][NH:43][CH2:42][C:41]=23)[CH:36]=1. Product: [Cl:1][C:2]1[CH:3]=[C:4]([NH:5][C:23]([N:43]2[CH2:44][CH2:45][N:40]3[N:39]=[CH:38][C:37]([N:35]4[CH:36]=[C:32]([CH3:31])[CH:33]=[N:34]4)=[C:41]3[CH2:42]2)=[O:29])[CH:6]=[CH:7][C:8]=1[F:9]. The catalyst class is: 2. (6) Product: [Br:1][C:2]1[CH:3]=[C:4]([C:8]2[CH:9]=[C:10]([NH:13][C:14](=[O:20])[CH2:15][CH2:16][CH2:17][CH2:18][N:27]3[CH2:32][CH2:31][CH2:30][CH2:29][CH2:28]3)[NH:11][N:12]=2)[CH:5]=[CH:6][CH:7]=1. Reactant: [Br:1][C:2]1[CH:3]=[C:4]([C:8]2[CH:9]=[C:10]([NH:13][C:14](=[O:20])[CH2:15][CH2:16][CH2:17][CH2:18]Br)[NH:11][N:12]=2)[CH:5]=[CH:6][CH:7]=1.C([O-])([O-])=O.[Na+].[Na+].[NH:27]1[CH2:32][CH2:31][CH2:30][CH2:29][CH2:28]1.[Na+].[I-]. The catalyst class is: 3.